Dataset: Reaction yield outcomes from USPTO patents with 853,638 reactions. Task: Predict the reaction yield, written as a fraction of the theoretical maximum amount of product (1.0 means a 100% yield; for example, 0.34 means a 34% yield). (1) The reactants are [NH2:1][C:2]1[N:7]=[CH:6][C:5]([C:8]2[CH:9]=[C:10]([NH2:19])[C:11]([NH:14][C:15]([CH3:18])([CH3:17])[CH3:16])=[CH:12][CH:13]=2)=[CH:4][N:3]=1.[Br:20][C:21]1[CH:28]=[CH:27][CH:26]=[CH:25][C:22]=1[CH:23]=O.OOS([O-])=O.[K+].S([O-])([O-])(=O)=S.[Na+].[Na+]. The catalyst is CN(C=O)C.O. The product is [Br:20][C:21]1[CH:28]=[CH:27][CH:26]=[CH:25][C:22]=1[C:23]1[N:14]([C:15]([CH3:16])([CH3:18])[CH3:17])[C:11]2[CH:12]=[CH:13][C:8]([C:5]3[CH:4]=[N:3][C:2]([NH2:1])=[N:7][CH:6]=3)=[CH:9][C:10]=2[N:19]=1. The yield is 0.480. (2) The reactants are [CH2:1]([O:3][P:4]([C:9]([C:12]1[CH:17]=[CH:16][C:15]([N+:18]([O-])=O)=[CH:14][CH:13]=1)([CH3:11])[CH3:10])(=[O:8])[O:5][CH2:6][CH3:7])[CH3:2]. The catalyst is CO.[Pd]. The product is [CH2:6]([O:5][P:4]([C:9]([C:12]1[CH:13]=[CH:14][C:15]([NH2:18])=[CH:16][CH:17]=1)([CH3:10])[CH3:11])(=[O:8])[O:3][CH2:1][CH3:2])[CH3:7]. The yield is 0.990. (3) The reactants are C(=O)([O-])[O-].[Ca+2].[C:6](Cl)(Cl)=[S:7].ClCCl.O.[Cl:14][C:15]1[CH:16]=[C:17]([CH:19]=[CH:20][C:21]=1[C:22]([F:25])([F:24])[F:23])[NH2:18]. The catalyst is Cl. The product is [Cl:14][C:15]1[CH:16]=[C:17]([N:18]=[C:6]=[S:7])[CH:19]=[CH:20][C:21]=1[C:22]([F:23])([F:24])[F:25]. The yield is 0.790. (4) The reactants are [Br:1][C:2]1[CH:3]=[N:4][N:5]([CH3:23])[C:6]=1[C:7]1[CH:8]=[C:9]([NH2:22])[CH:10]=[CH:11][C:12]=1[O:13][CH2:14][CH2:15][N:16]1[CH2:19][CH:18]([O:20][CH3:21])[CH2:17]1.[Cl:24][C:25]1[CH:30]=[CH:29][C:28]([N:31]=[C:32]=[O:33])=[CH:27][CH:26]=1. The catalyst is C(Cl)Cl. The product is [Br:1][C:2]1[CH:3]=[N:4][N:5]([CH3:23])[C:6]=1[C:7]1[CH:8]=[C:9]([NH:22][C:32]([NH:31][C:28]2[CH:29]=[CH:30][C:25]([Cl:24])=[CH:26][CH:27]=2)=[O:33])[CH:10]=[CH:11][C:12]=1[O:13][CH2:14][CH2:15][N:16]1[CH2:17][CH:18]([O:20][CH3:21])[CH2:19]1. The yield is 0.920. (5) The reactants are C([O:8][C:9]1[C:30]([O:31][CH3:32])=[CH:29][C:12]2[N:13]=[N:14][C:15]3[C:20]([C:11]=2[CH:10]=1)=[CH:19][CH:18]=[C:17]1[CH:21]=[C:22]([O:27][CH3:28])[C:23]([O:25][CH3:26])=[CH:24][C:16]=31)C1C=CC=CC=1. The catalyst is C(OCC)(=O)C.[Pd]. The product is [OH:8][C:9]1[C:30]([O:31][CH3:32])=[CH:29][C:12]2[N:13]=[N:14][C:15]3[C:20]([C:11]=2[CH:10]=1)=[CH:19][CH:18]=[C:17]1[CH:21]=[C:22]([O:27][CH3:28])[C:23]([O:25][CH3:26])=[CH:24][C:16]=31. The yield is 0.760. (6) The reactants are [NH2:1][C:2]1[N:10]=[C:9]([Cl:11])[CH:8]=[CH:7][C:3]=1[C:4]([NH2:6])=[O:5].C(Cl)(=O)[C:13](Cl)=[O:14]. The catalyst is C1(C)C=CC=CC=1. The product is [Cl:11][C:9]1[CH:8]=[CH:7][C:3]2[C:4](=[O:5])[NH:6][C:13](=[O:14])[NH:1][C:2]=2[N:10]=1. The yield is 0.950. (7) The reactants are [CH3:1][O:2][C:3]1[CH:4]=[C:5]2[CH2:14][CH:13]([CH2:15][CH:16]3[CH2:21][CH2:20][N:19]([CH2:22][C:23]4[CH:24]=[CH:25][CH:26]=[CH:27][CH:28]=4)[CH2:18][CH2:17]3)[C:11](=[O:12])[C:6]2=[CH:7][C:8]=1[O:9][CH3:10].[ClH:29]. The catalyst is C(O)C. The product is [CH3:1][O:2][C:3]1[CH:4]=[C:5]2[CH2:14][CH:13]([CH2:15][CH:16]3[CH2:17][CH2:18][N:19]([CH2:22][C:23]4[CH:28]=[CH:27][CH:26]=[CH:25][CH:24]=4)[CH2:20][CH2:21]3)[C:11](=[O:12])[C:6]2=[CH:7][C:8]=1[O:9][CH3:10].[ClH:29]. The yield is 0.964.